From a dataset of Forward reaction prediction with 1.9M reactions from USPTO patents (1976-2016). Predict the product of the given reaction. (1) Given the reactants [C:1]([O:5][C:6]([NH:8][CH:9]1[CH2:12][N:11]([C:13]([O:15][CH2:16][C:17]2[CH:22]=[CH:21][CH:20]=[CH:19][CH:18]=2)=[O:14])[CH2:10]1)=[O:7])([CH3:4])([CH3:3])[CH3:2].[H-].[Na+].[CH2:25](I)[CH2:26][CH2:27][CH3:28].CN(C=O)C, predict the reaction product. The product is: [C:1]([O:5][C:6]([N:8]([CH2:25][CH2:26][CH2:27][CH3:28])[CH:9]1[CH2:10][N:11]([C:13]([O:15][CH2:16][C:17]2[CH:22]=[CH:21][CH:20]=[CH:19][CH:18]=2)=[O:14])[CH2:12]1)=[O:7])([CH3:4])([CH3:2])[CH3:3]. (2) Given the reactants [Cl:1][C:2]1[CH:3]=[CH:4][C:5]([NH:12][C:13]2[CH:14]=[C:15]3[C:19](=[CH:20][CH:21]=2)[N:18]([CH2:22][C:23]2[CH:28]=[CH:27][CH:26]=[C:25]([O:29][CH2:30][C:31]4[CH:36]=[CH:35][CH:34]=[CH:33][N:32]=4)[CH:24]=2)[CH:17]=[CH:16]3)=[C:6]([CH:11]=1)[C:7]([O:9]C)=[O:8].[OH-].[Na+].O.Cl, predict the reaction product. The product is: [Cl:1][C:2]1[CH:3]=[CH:4][C:5]([NH:12][C:13]2[CH:14]=[C:15]3[C:19](=[CH:20][CH:21]=2)[N:18]([CH2:22][C:23]2[CH:28]=[CH:27][CH:26]=[C:25]([O:29][CH2:30][C:31]4[CH:36]=[CH:35][CH:34]=[CH:33][N:32]=4)[CH:24]=2)[CH:17]=[CH:16]3)=[C:6]([CH:11]=1)[C:7]([OH:9])=[O:8]. (3) Given the reactants [Si:1]([O:8][CH2:9][C:10]1([CH3:38])[S:16][CH2:15][CH2:14][N:13]2[C:17]([C:20]3([C:23]4[CH:28]=[CH:27][C:26](B5OC(C)(C)C(C)(C)O5)=[CH:25][CH:24]=4)[CH2:22][CH2:21]3)=[N:18][N:19]=[C:12]2[CH2:11]1)([C:4]([CH3:7])([CH3:6])[CH3:5])([CH3:3])[CH3:2].Br[C:40]1[CH:41]=[N:42][C:43]([CH3:46])=[CH:44][CH:45]=1.C(=O)([O-])[O-].[K+].[K+], predict the reaction product. The product is: [Si:1]([O:8][CH2:9][C:10]1([CH3:38])[S:16][CH2:15][CH2:14][N:13]2[C:17]([C:20]3([C:23]4[CH:28]=[CH:27][C:26]([C:40]5[CH:41]=[N:42][C:43]([CH3:46])=[CH:44][CH:45]=5)=[CH:25][CH:24]=4)[CH2:21][CH2:22]3)=[N:18][N:19]=[C:12]2[CH2:11]1)([C:4]([CH3:5])([CH3:6])[CH3:7])([CH3:3])[CH3:2]. (4) Given the reactants [Cl:1][C:2]1[C:3]([C:9]2[CH:14]=[CH:13][CH:12]=[C:11]([NH:15][CH2:16][CH:17]3[CH2:22][CH2:21][O:20][CH2:19][CH2:18]3)[N:10]=2)=[CH:4][C:5](F)=[N:6][CH:7]=1.[OH-].[NH4+:24], predict the reaction product. The product is: [Cl:1][C:2]1[C:3]([C:9]2[CH:14]=[CH:13][CH:12]=[C:11]([NH:15][CH2:16][CH:17]3[CH2:22][CH2:21][O:20][CH2:19][CH2:18]3)[N:10]=2)=[CH:4][C:5]([NH2:24])=[N:6][CH:7]=1. (5) Given the reactants [F:1][C:2]([F:18])([F:17])[O:3][CH:4]1[CH2:9][CH2:8][N:7](C(OC(C)(C)C)=O)[CH2:6][CH2:5]1.[ClH:19], predict the reaction product. The product is: [ClH:19].[F:18][C:2]([F:1])([F:17])[O:3][CH:4]1[CH2:9][CH2:8][NH:7][CH2:6][CH2:5]1. (6) Given the reactants [NH2:1][C@@H:2]([CH:47]([CH3:49])[CH3:48])[C:3]([N:5]([C@@H:7]([C@@H:43]([CH3:46])[CH2:44][CH3:45])[C@H:8]([O:41][CH3:42])[CH2:9][C:10]([N:12]1[CH2:16][CH2:15][CH2:14][C@H:13]1[C@H:17]([O:39][CH3:40])[C@@H:18]([CH3:38])[C:19](=[O:37])[NH:20][S:21]([C:24]1[CH:29]=[CH:28][C:27]([NH:30][C:31](=[O:36])[C:32]([F:35])([F:34])[F:33])=[CH:26][CH:25]=1)(=[O:23])=[O:22])=[O:11])[CH3:6])=[O:4].[C:50]([NH:57][C:58]([CH3:63])([CH3:62])[C:59](O)=[O:60])([O:52][C:53]([CH3:56])([CH3:55])[CH3:54])=[O:51], predict the reaction product. The product is: [CH3:42][O:41][C@@H:8]([C@@H:7]([N:5]([CH3:6])[C:3](=[O:4])[C@@H:2]([NH:1][C:59](=[O:60])[C:58]([NH:57][C:50](=[O:51])[O:52][C:53]([CH3:56])([CH3:55])[CH3:54])([CH3:63])[CH3:62])[CH:47]([CH3:48])[CH3:49])[C@@H:43]([CH3:46])[CH2:44][CH3:45])[CH2:9][C:10]([N:12]1[CH2:16][CH2:15][CH2:14][C@H:13]1[C@H:17]([O:39][CH3:40])[C@@H:18]([CH3:38])[C:19](=[O:37])[NH:20][S:21]([C:24]1[CH:25]=[CH:26][C:27]([NH:30][C:31](=[O:36])[C:32]([F:33])([F:35])[F:34])=[CH:28][CH:29]=1)(=[O:22])=[O:23])=[O:11].